From a dataset of Aqueous solubility values for 9,982 compounds from the AqSolDB database. Regression/Classification. Given a drug SMILES string, predict its absorption, distribution, metabolism, or excretion properties. Task type varies by dataset: regression for continuous measurements (e.g., permeability, clearance, half-life) or binary classification for categorical outcomes (e.g., BBB penetration, CYP inhibition). For this dataset (solubility_aqsoldb), we predict Y. (1) The compound is C[Si](Cn1cncn1)(c1ccc(F)cc1)c1ccc(F)cc1. The Y is -3.77 log mol/L. (2) The drug is O=C(Nc1ncccn1)c1cnccn1. The Y is -0.304 log mol/L. (3) The molecule is Nc1c2ccccc2nc2cc(F)ccc12. The Y is -2.12 log mol/L.